Regression/Classification. Given a drug SMILES string, predict its absorption, distribution, metabolism, or excretion properties. Task type varies by dataset: regression for continuous measurements (e.g., permeability, clearance, half-life) or binary classification for categorical outcomes (e.g., BBB penetration, CYP inhibition). Dataset: cyp2c19_veith. From a dataset of CYP2C19 inhibition data for predicting drug metabolism from PubChem BioAssay. (1) The compound is CC(C)N=c1scc(-c2ccco2)n1/N=C/c1ccc(O)c(O)c1. The result is 1 (inhibitor). (2) The compound is N#Cc1cccc(-c2cncnc2NCCc2cnc[nH]2)c1. The result is 1 (inhibitor).